Dataset: HIV replication inhibition screening data with 41,000+ compounds from the AIDS Antiviral Screen. Task: Binary Classification. Given a drug SMILES string, predict its activity (active/inactive) in a high-throughput screening assay against a specified biological target. (1) The compound is COC(=O)Nc1cn2ccsc2n1. The result is 0 (inactive). (2) The compound is CC(C)(N=NC(C)(C)C(=N)N)C(=N)N.Cl. The result is 0 (inactive). (3) The molecule is CC(=O)C1(N=Nc2ccc(S(=O)(=O)Nc3nnc(C)s3)cc2)CCOC1=O. The result is 0 (inactive). (4) The compound is COc1cc(C(=O)CC(O)(C(F)(F)F)C(F)(F)F)cc(OC)c1OC. The result is 0 (inactive). (5) The result is 0 (inactive). The molecule is CCOC(=O)NC(N(C)C(C(C)C)P(=O)(OCC)OCC)(C(F)(F)F)C(F)(F)F.